Regression. Given two drug SMILES strings and cell line genomic features, predict the synergy score measuring deviation from expected non-interaction effect. From a dataset of NCI-60 drug combinations with 297,098 pairs across 59 cell lines. (1) Drug 1: CC12CCC3C(C1CCC2O)C(CC4=C3C=CC(=C4)O)CCCCCCCCCS(=O)CCCC(C(F)(F)F)(F)F. Cell line: CCRF-CEM. Synergy scores: CSS=49.1, Synergy_ZIP=8.89, Synergy_Bliss=9.44, Synergy_Loewe=-18.4, Synergy_HSA=-4.53. Drug 2: COC1=NC(=NC2=C1N=CN2C3C(C(C(O3)CO)O)O)N. (2) Drug 1: CN1C2=C(C=C(C=C2)N(CCCl)CCCl)N=C1CCCC(=O)O.Cl. Cell line: MDA-MB-435. Drug 2: COCCOC1=C(C=C2C(=C1)C(=NC=N2)NC3=CC=CC(=C3)C#C)OCCOC.Cl. Synergy scores: CSS=-2.52, Synergy_ZIP=1.57, Synergy_Bliss=-0.542, Synergy_Loewe=-1.50, Synergy_HSA=-3.87. (3) Drug 1: C1=CC(=CC=C1C#N)C(C2=CC=C(C=C2)C#N)N3C=NC=N3. Drug 2: C1CN(CCN1C(=O)CCBr)C(=O)CCBr. Cell line: 786-0. Synergy scores: CSS=15.5, Synergy_ZIP=-4.47, Synergy_Bliss=3.31, Synergy_Loewe=1.60, Synergy_HSA=1.90. (4) Drug 1: CCCS(=O)(=O)NC1=C(C(=C(C=C1)F)C(=O)C2=CNC3=C2C=C(C=N3)C4=CC=C(C=C4)Cl)F. Drug 2: CCC1(C2=C(COC1=O)C(=O)N3CC4=CC5=C(C=CC(=C5CN(C)C)O)N=C4C3=C2)O.Cl. Cell line: UACC62. Synergy scores: CSS=52.7, Synergy_ZIP=-0.579, Synergy_Bliss=0.866, Synergy_Loewe=2.30, Synergy_HSA=4.75. (5) Cell line: SF-295. Synergy scores: CSS=7.86, Synergy_ZIP=-3.73, Synergy_Bliss=-4.81, Synergy_Loewe=4.43, Synergy_HSA=-1.42. Drug 1: C1CC(=O)NC(=O)C1N2CC3=C(C2=O)C=CC=C3N. Drug 2: CCC1(CC2CC(C3=C(CCN(C2)C1)C4=CC=CC=C4N3)(C5=C(C=C6C(=C5)C78CCN9C7C(C=CC9)(C(C(C8N6C=O)(C(=O)OC)O)OC(=O)C)CC)OC)C(=O)OC)O.OS(=O)(=O)O. (6) Drug 1: CC(C1=C(C=CC(=C1Cl)F)Cl)OC2=C(N=CC(=C2)C3=CN(N=C3)C4CCNCC4)N. Drug 2: CC1CCCC2(C(O2)CC(NC(=O)CC(C(C(=O)C(C1O)C)(C)C)O)C(=CC3=CSC(=N3)C)C)C. Cell line: NCI-H522. Synergy scores: CSS=7.90, Synergy_ZIP=-1.10, Synergy_Bliss=1.36, Synergy_Loewe=-1.36, Synergy_HSA=0.476.